Dataset: Forward reaction prediction with 1.9M reactions from USPTO patents (1976-2016). Task: Predict the product of the given reaction. (1) Given the reactants [Br:1][C:2]1[CH:14]=[CH:13][C:5]([O:6][C@H:7]2[CH2:11][CH2:10][CH2:9][C@H:8]2[NH2:12])=[CH:4][CH:3]=1.N12CCCN=C1CCCCC2.[CH3:26][CH:27]([S:29](Cl)(=[O:31])=[O:30])[CH3:28].Cl, predict the reaction product. The product is: [Br:1][C:2]1[CH:14]=[CH:13][C:5]([O:6][C@H:7]2[CH2:11][CH2:10][CH2:9][C@H:8]2[NH:12][S:29]([CH:27]([CH3:28])[CH3:26])(=[O:31])=[O:30])=[CH:4][CH:3]=1. (2) Given the reactants [O:1]1[CH:5]=[CH:4][CH:3]=[C:2]1[C:6]1O[C:10](=[O:12])[C:9]2[CH2:13][CH2:14][CH2:15][CH2:16][C:8]=2[N:7]=1.[F:17][C:18]1[CH:19]=[C:20]([CH2:24][CH2:25][NH2:26])[CH:21]=[CH:22][CH:23]=1, predict the reaction product. The product is: [F:17][C:18]1[CH:19]=[C:20]([CH2:24][CH2:25][N:26]2[C:10](=[O:12])[C:9]3[CH2:13][CH2:14][CH2:15][CH2:16][C:8]=3[N:7]=[C:6]2[C:2]2[O:1][CH:5]=[CH:4][CH:3]=2)[CH:21]=[CH:22][CH:23]=1. (3) Given the reactants [N:1]([CH2:4][C:5]([NH:7][CH2:8][C:9](=[O:20])[C:10]1[CH:15]=[C:14]([O:16][CH3:17])[CH:13]=[CH:12][C:11]=1[O:18][CH3:19])=[O:6])=[N+:2]=[N-:3].[BH4-].[Na+].C(O)(=O)C, predict the reaction product. The product is: [N:1]([CH2:4][C:5]([NH:7][CH2:8][CH:9]([OH:20])[C:10]1[CH:15]=[C:14]([O:16][CH3:17])[CH:13]=[CH:12][C:11]=1[O:18][CH3:19])=[O:6])=[N+:2]=[N-:3]. (4) The product is: [F:1][C:2]1[CH:3]=[CH:4][C:5]([CH2:6][N:7]2[C:19](=[O:20])[C:18]3[C:17]([O:21][Si:22]([CH:29]([CH3:30])[CH3:31])([CH:26]([CH3:27])[CH3:28])[CH:23]([CH3:25])[CH3:24])=[C:16]4[C:11]([CH:12]=[CH:13][CH:14]=[N:15]4)=[C:10]([O:32][CH3:33])[C:9]=3[C:8]2([OH:34])[C:37]2[CH:42]=[CH:41][CH:40]=[CH:39][CH:38]=2)=[CH:35][CH:36]=1. Given the reactants [F:1][C:2]1[CH:36]=[CH:35][C:5]([CH2:6][N:7]2[C:19](=[O:20])[C:18]3[C:17]([O:21][Si:22]([CH:29]([CH3:31])[CH3:30])([CH:26]([CH3:28])[CH3:27])[CH:23]([CH3:25])[CH3:24])=[C:16]4[C:11]([CH:12]=[CH:13][CH:14]=[N:15]4)=[C:10]([O:32][CH3:33])[C:9]=3[C:8]2=[O:34])=[CH:4][CH:3]=1.[C:37]1([Mg]Br)[CH:42]=[CH:41][CH:40]=[CH:39][CH:38]=1.CCOCC, predict the reaction product. (5) The product is: [CH3:9][O:8][C:5]1[CH:6]=[CH:7][C:2]([N:14]2[CH2:19][CH2:18][CH2:17][CH2:16][CH2:15]2)=[C:3]([C:10]([F:13])([F:12])[F:11])[CH:4]=1. Given the reactants Br[C:2]1[CH:7]=[CH:6][C:5]([O:8][CH3:9])=[CH:4][C:3]=1[C:10]([F:13])([F:12])[F:11].[NH:14]1[CH2:19][CH2:18][CH2:17][CH2:16][CH2:15]1.[Cl-].C(C1C=CC=C(C(C)C)C=1C1NC=C[N+]=1C1C(C(C)C)=CC=CC=1C(C)C)(C)C, predict the reaction product.